Predict the product of the given reaction. From a dataset of Forward reaction prediction with 1.9M reactions from USPTO patents (1976-2016). Given the reactants [NH:1](C(OC(C)(C)C)=O)[C@@H:2]([CH:10]=O)[CH2:3][C:4]1[CH:9]=[CH:8][CH:7]=[CH:6][CH:5]=1.[C:19]1(S(CP(OCC)(=O)OCC)(=O)=O)[CH:24]=[CH:23][CH:22]=[CH:21][CH:20]=1.C[O-].[Na+].[CH:40]([S:42]([CH:45]=[CH2:46])(=[O:44])=[O:43])=C.[ClH:47], predict the reaction product. The product is: [ClH:47].[C:19]1([CH:3]([C:4]2[CH:5]=[CH:6][CH:7]=[CH:8][CH:9]=2)[C@@H:2]([NH2:1])[CH:10]=[CH:40][S:42]([CH:45]=[CH:46][C@H:2]([NH2:1])[CH:3]([C:19]2[CH:20]=[CH:21][CH:22]=[CH:23][CH:24]=2)[C:4]2[CH:9]=[CH:8][CH:7]=[CH:6][CH:5]=2)(=[O:44])=[O:43])[CH:24]=[CH:23][CH:22]=[CH:21][CH:20]=1.